This data is from Full USPTO retrosynthesis dataset with 1.9M reactions from patents (1976-2016). The task is: Predict the reactants needed to synthesize the given product. (1) Given the product [CH2:1]([O:8][NH:9][CH:10]([C:17]1[CH:22]=[CH:21][CH:20]=[CH:19][CH:18]=1)[C:11]1[CH:12]=[CH:13][CH:14]=[CH:15][CH:16]=1)[C:2]1[CH:3]=[CH:4][CH:5]=[CH:6][CH:7]=1, predict the reactants needed to synthesize it. The reactants are: [CH2:1]([O:8][N:9]=[C:10]([C:17]1[CH:22]=[CH:21][CH:20]=[CH:19][CH:18]=1)[C:11]1[CH:16]=[CH:15][CH:14]=[CH:13][CH:12]=1)[C:2]1[CH:7]=[CH:6][CH:5]=[CH:4][CH:3]=1.[BH3-]C#N.[Na+]. (2) The reactants are: O[CH2:2][C:3]#[N:4].[CH:5]([NH:8][CH:9]1[CH2:13][CH2:12][CH2:11][CH2:10]1)([CH3:7])[CH3:6]. Given the product [CH:9]1([N:8]([CH2:2][C:3]#[N:4])[CH:5]([CH3:7])[CH3:6])[CH2:13][CH2:12][CH2:11][CH2:10]1, predict the reactants needed to synthesize it. (3) Given the product [CH2:8]([S:10]([N:14]1[CH2:19][CH2:18][CH2:17][C@@H:16]([NH:20][C:21]2[CH:26]=[CH:25][N:24]=[C:23]([C:27]3[N:31]4[CH:32]=[C:33]([C:36]#[N:37])[CH:34]=[CH:35][C:30]4=[N:29][CH:28]=3)[N:22]=2)[CH2:15]1)(=[O:12])=[O:11])[CH3:9], predict the reactants needed to synthesize it. The reactants are: C(N(CC)CC)C.[CH2:8]([S:10](Cl)(=[O:12])=[O:11])[CH3:9].[NH:14]1[CH2:19][CH2:18][CH2:17][C@@H:16]([NH:20][C:21]2[CH:26]=[CH:25][N:24]=[C:23]([C:27]3[N:31]4[CH:32]=[C:33]([C:36]#[N:37])[CH:34]=[CH:35][C:30]4=[N:29][CH:28]=3)[N:22]=2)[CH2:15]1.O. (4) Given the product [Ag:7].[NH:8]1[C:12]2[CH:13]=[CH:14][CH:15]=[CH:16][C:11]=2[N:10]=[N:9]1, predict the reactants needed to synthesize it. The reactants are: OCC(CO)O.[Ag:7].[NH:8]1[C:12]2[CH:13]=[CH:14][CH:15]=[CH:16][C:11]=2[N:10]=[N:9]1. (5) Given the product [F:8][C:6]1[CH:7]=[C:2](/[CH:16]=[CH:15]/[CH:14]=[O:17])[CH:3]=[N:4][CH:5]=1, predict the reactants needed to synthesize it. The reactants are: Br[C:2]1[CH:3]=[N:4][CH:5]=[C:6]([F:8])[CH:7]=1.C([O-])(=O)C.[Na+].[CH:14](=[O:17])[CH:15]=[CH2:16].O. (6) Given the product [F:16][C:2]([C:6]1[CH:11]=[CH:10][C:9]([C:12]([O:14][CH3:15])=[O:13])=[CH:8][CH:7]=1)([F:1])[C:3]([NH:24][NH:23][C:21](=[O:22])[C:20]1[CH:25]=[CH:26][CH:27]=[CH:28][C:19]=1[O:18][CH3:17])=[O:5], predict the reactants needed to synthesize it. The reactants are: [F:1][C:2]([F:16])([C:6]1[CH:11]=[CH:10][C:9]([C:12]([O:14][CH3:15])=[O:13])=[CH:8][CH:7]=1)[C:3]([OH:5])=O.[CH3:17][O:18][C:19]1[CH:28]=[CH:27][CH:26]=[CH:25][C:20]=1[C:21]([NH:23][NH2:24])=[O:22].[Cl-].C(N=C=NCCC[NH+](C)C)C. (7) Given the product [Br:23][CH2:4][C:3]1[C:2]([CH3:1])=[CH:9][CH:8]=[CH:7][C:6]=1[CH3:10], predict the reactants needed to synthesize it. The reactants are: [CH3:1][C:2]1[CH:9]=[CH:8][CH:7]=[C:6]([CH3:10])[C:3]=1[CH2:4]O.C(N(CC)CC)C.CS(Cl)(=O)=O.[Br-:23].[Li+].